Dataset: Reaction yield outcomes from USPTO patents with 853,638 reactions. Task: Predict the reaction yield, written as a fraction of the theoretical maximum amount of product (1.0 means a 100% yield; for example, 0.34 means a 34% yield). The reactants are [CH3:1][O:2][C:3]([C:5]1([CH2:15][CH:16]=C)[CH2:10][CH2:9][CH:8]([C:11]([O:13][CH3:14])=[O:12])[CH2:7][CH2:6]1)=[O:4].C(OCC)(=[O:20])C. The catalyst is CC(O)C.O.O=[Os](=O)(=O)=O. The product is [CH3:1][O:2][C:3]([C:5]1([CH2:15][CH:16]=[O:20])[CH2:6][CH2:7][CH:8]([C:11]([O:13][CH3:14])=[O:12])[CH2:9][CH2:10]1)=[O:4]. The yield is 0.720.